Dataset: Catalyst prediction with 721,799 reactions and 888 catalyst types from USPTO. Task: Predict which catalyst facilitates the given reaction. (1) Reactant: [F:1][C:2]1[C:7]([CH:8]=[O:9])=[C:6](I)[CH:5]=[CH:4][N:3]=1.[CH2:11]([O:13][C:14]([Sn](CCCC)(CCCC)CCCC)=[CH2:15])[CH3:12].[F-].[K+]. Product: [CH2:14]([O:13][C:11]([C:6]1[CH:5]=[CH:4][N:3]=[C:2]([F:1])[C:7]=1[CH:8]=[O:9])=[CH2:12])[CH3:15]. The catalyst class is: 77. (2) Reactant: [Cl:1][C:2]1[CH:12]=[CH:11][C:5]([C:6]([O:8]CC)=[O:7])=[C:4]([N+:13]([O-:15])=[O:14])[C:3]=1[NH:16][CH3:17].O.[OH-].[Li+]. Product: [Cl:1][C:2]1[CH:12]=[CH:11][C:5]([C:6]([OH:8])=[O:7])=[C:4]([N+:13]([O-:15])=[O:14])[C:3]=1[NH:16][CH3:17]. The catalyst class is: 7. (3) Reactant: [CH3:1][O:2][C:3]1[CH:21]=[CH:20][C:6]([CH2:7][S:8][C:9]2[C:14]([Br:15])=[CH:13][N:12]=[C:11]([NH:16][C:17]([NH2:19])=[S:18])[CH:10]=2)=[CH:5][CH:4]=1.Br[CH2:23][C:24](=O)[CH2:25][CH2:26][C:27]1[CH:32]=[CH:31][CH:30]=[CH:29][CH:28]=1.C(N(CC)CC)C. Product: [CH3:1][O:2][C:3]1[CH:4]=[CH:5][C:6]([CH2:7][S:8][C:9]2[C:14]([Br:15])=[CH:13][N:12]=[C:11]([NH:16][C:17]3[S:18][CH:23]=[C:24]([CH2:25][CH2:26][C:27]4[CH:32]=[CH:31][CH:30]=[CH:29][CH:28]=4)[N:19]=3)[CH:10]=2)=[CH:20][CH:21]=1. The catalyst class is: 14.